From a dataset of Forward reaction prediction with 1.9M reactions from USPTO patents (1976-2016). Predict the product of the given reaction. (1) Given the reactants [CH3:1][C:2]1[CH:7]=[CH:6][C:5]([C:8]2[O:12][N:11]=[CH:10][C:9]=2[C:13]([OH:15])=O)=[CH:4][CH:3]=1.Cl.[F:17][C:18]1[CH:29]=[CH:28][C:21]([CH2:22][CH:23]2[CH2:27][CH2:26][NH:25][CH2:24]2)=[CH:20][CH:19]=1, predict the reaction product. The product is: [F:17][C:18]1[CH:19]=[CH:20][C:21]([CH2:22][CH:23]2[CH2:27][CH2:26][N:25]([C:13]([C:9]3[CH:10]=[N:11][O:12][C:8]=3[C:5]3[CH:4]=[CH:3][C:2]([CH3:1])=[CH:7][CH:6]=3)=[O:15])[CH2:24]2)=[CH:28][CH:29]=1. (2) Given the reactants [C:1]([O:5][C:6](=[O:16])[NH:7][CH2:8][C:9]1[CH:14]=[CH:13][C:12]([NH2:15])=[CH:11][CH:10]=1)([CH3:4])([CH3:3])[CH3:2].S([O-])([O-])(=O)=O.[K+].[K+].Br[C:25]1[CH:32]=[CH:31][C:30]([F:33])=[CH:29][C:26]=1[C:27]#[N:28].CC1(C)C2C(=C(P(C3C=CC=CC=3)C3C=CC=CC=3)C=CC=2)OC2C(P(C3C=CC=CC=3)C3C=CC=CC=3)=CC=CC1=2, predict the reaction product. The product is: [C:1]([O:5][C:6](=[O:16])[NH:7][CH2:8][C:9]1[CH:10]=[CH:11][C:12]([NH:15][C:25]2[CH:32]=[CH:31][C:30]([F:33])=[CH:29][C:26]=2[C:27]#[N:28])=[CH:13][CH:14]=1)([CH3:4])([CH3:2])[CH3:3].